Task: Predict the reactants needed to synthesize the given product.. Dataset: Full USPTO retrosynthesis dataset with 1.9M reactions from patents (1976-2016) (1) Given the product [CH2:1]([C@@:4]1([CH3:36])[CH2:9][C@H:8]([C:10]2[CH:15]=[CH:14][CH:13]=[C:12]([Cl:16])[CH:11]=2)[C@@H:7]([C:17]2[CH:22]=[CH:21][C:20]([Cl:23])=[CH:19][CH:18]=2)[N:6]([C@H:24]([C:25]2[O:26][CH2:32][C:28]([CH3:31])([CH3:29])[N:27]=2)[CH2:33][CH3:34])[C:5]1=[O:35])[CH:2]=[CH2:3], predict the reactants needed to synthesize it. The reactants are: [CH2:1]([C@@:4]1([CH3:36])[CH2:9][C@H:8]([C:10]2[CH:15]=[CH:14][CH:13]=[C:12]([Cl:16])[CH:11]=2)[C@@H:7]([C:17]2[CH:22]=[CH:21][C:20]([Cl:23])=[CH:19][CH:18]=2)[N:6]([CH:24]([CH2:33][CH3:34])[C:25]([NH:27][C:28]([CH3:32])([CH3:31])[CH2:29]O)=[O:26])[C:5]1=[O:35])[CH:2]=[CH2:3].C(N(S(F)(F)F)CC)C.C([O-])([O-])=O.[K+].[K+].C([O-])(O)=O.[Na+]. (2) The reactants are: O[C:2]1[CH:3]=[C:4]([CH:7]=[C:8]([OH:10])[CH:9]=1)[CH:5]=[O:6].Br[CH2:12][CH2:13][CH2:14]Br.C(=O)([O-])[O-:17].[Cs+].[Cs+]. Given the product [O:17]1[C:9]2[CH:2]=[CH:3][C:4]([CH:5]=[O:6])=[CH:7][C:8]=2[O:10][CH2:14][CH2:13][CH2:12]1, predict the reactants needed to synthesize it.